Dataset: Forward reaction prediction with 1.9M reactions from USPTO patents (1976-2016). Task: Predict the product of the given reaction. Given the reactants [ClH:1].[F:2][C:3]([F:27])([F:26])[C:4]1[CH:5]=[C:6]([CH:19]=[C:20]([C:22]([F:25])([F:24])[F:23])[CH:21]=1)[CH2:7][O:8][CH2:9][CH:10]([C:13]1[CH:18]=[CH:17][CH:16]=[CH:15][CH:14]=1)[CH2:11][NH2:12].[CH2:28](N(CC)CC)[CH3:29].CCN=C=N[CH2:40][CH2:41][CH2:42][N:43](C)C.Cl.Cl.[O:48]1[CH2:53][CH2:52]OCC1, predict the reaction product. The product is: [ClH:1].[NH2:43][C:42]1[CH:41]=[CH:40][C:52]([C:53]([NH:12][CH2:11][CH:10]([C:13]2[CH:18]=[CH:17][CH:16]=[CH:15][CH:14]=2)[CH2:9][O:8][CH2:7][C:6]2[CH:5]=[C:4]([C:3]([F:26])([F:27])[F:2])[CH:21]=[C:20]([C:22]([F:24])([F:23])[F:25])[CH:19]=2)=[O:48])=[CH:29][CH:28]=1.